Dataset: Full USPTO retrosynthesis dataset with 1.9M reactions from patents (1976-2016). Task: Predict the reactants needed to synthesize the given product. (1) Given the product [Cl:1][C:2]1[CH:7]=[CH:6][C:5]([S:8]([NH:11][C:12]2[CH:13]=[C:14]([CH3:19])[C:15]([CH:20]=[O:21])=[C:16]([CH3:18])[CH:17]=2)(=[O:9])=[O:10])=[CH:4][CH:3]=1, predict the reactants needed to synthesize it. The reactants are: [Cl:1][C:2]1[CH:7]=[CH:6][C:5]([S:8]([NH:11][C:12]2[CH:17]=[C:16]([CH3:18])[CH:15]=[C:14]([CH3:19])[CH:13]=2)(=[O:10])=[O:9])=[CH:4][CH:3]=1.[CH3:20][O:21]C(Cl)Cl. (2) Given the product [CH2:3]([OH:10])[C:4]([NH2:9])([CH2:7][OH:8])[CH2:5][OH:6].[OH-:1].[Na+:2], predict the reactants needed to synthesize it. The reactants are: [OH-:1].[Na+:2].[CH2:3]([OH:10])[C:4]([NH2:9])([CH2:7][OH:8])[CH2:5][OH:6].Cl. (3) Given the product [N+:34]([C:31]1[CH:32]=[CH:33][C:28]([CH2:27][N:26]2[C:25]3[CH:37]=[CH:38][CH:39]=[CH:40][C:24]=3[N:23]=[C:22]2[NH:1][CH2:2][CH2:3][CH2:4][N:5]2[CH2:10][CH2:9][CH:8]([C:11]3[CH:12]=[C:13]([NH:17][C:18](=[O:20])[CH3:19])[CH:14]=[CH:15][CH:16]=3)[CH2:7][CH2:6]2)=[CH:29][CH:30]=1)([O-:36])=[O:35], predict the reactants needed to synthesize it. The reactants are: [NH2:1][CH2:2][CH2:3][CH2:4][N:5]1[CH2:10][CH2:9][CH:8]([C:11]2[CH:12]=[C:13]([NH:17][C:18](=[O:20])[CH3:19])[CH:14]=[CH:15][CH:16]=2)[CH2:7][CH2:6]1.Cl[C:22]1[N:26]([CH2:27][C:28]2[CH:33]=[CH:32][C:31]([N+:34]([O-:36])=[O:35])=[CH:30][CH:29]=2)[C:25]2[CH:37]=[CH:38][CH:39]=[CH:40][C:24]=2[N:23]=1. (4) Given the product [C:1]([O:5][C:6]([N:8]1[CH:13]([CH2:14][OH:15])[CH2:12][O:11][C@H:10]([O:23][CH2:24][CH3:25])[CH2:9]1)=[O:7])([CH3:4])([CH3:3])[CH3:2], predict the reactants needed to synthesize it. The reactants are: [C:1]([O:5][C:6]([N:8]1[CH:13]([CH2:14][O:15][Si](C(C)(C)C)(C)C)[CH2:12][O:11][C@@H:10]([O:23][CH2:24][CH3:25])[CH2:9]1)=[O:7])([CH3:4])([CH3:3])[CH3:2].[F-].C([N+](CCCC)(CCCC)CCCC)CCC. (5) Given the product [CH2:30]([N:26]([CH2:27][CH2:28][CH3:29])[CH2:25][CH2:24][CH2:23][CH2:22][N:21]([CH2:20][C:19]1[CH:33]=[CH:34][C:16]([CH2:15][N:7]([CH2:6][C:2]2[NH:3][CH:4]=[CH:5][N:1]=2)[CH2:8][C:9]2[N:10]([CH3:14])[CH:11]=[CH:12][N:13]=2)=[CH:17][CH:18]=1)[CH2:37][CH2:36][OH:35])[CH2:31][CH3:32], predict the reactants needed to synthesize it. The reactants are: [NH:1]1[CH:5]=[CH:4][N:3]=[C:2]1[CH2:6][N:7]([CH2:15][C:16]1[CH:34]=[CH:33][C:19]([CH2:20][NH:21][CH2:22][CH2:23][CH2:24][CH2:25][N:26]([CH2:30][CH2:31][CH3:32])[CH2:27][CH2:28][CH3:29])=[CH:18][CH:17]=1)[CH2:8][C:9]1[N:10]([CH3:14])[CH:11]=[CH:12][N:13]=1.[O:35]1CC(O)O[CH2:37][CH:36]1O.C([BH3-])#N.[Na+].C(O)(=O)C.